This data is from Catalyst prediction with 721,799 reactions and 888 catalyst types from USPTO. The task is: Predict which catalyst facilitates the given reaction. (1) Reactant: CN(C)C=O.[C:6](C1C=CC=CC=1)(=O)[C:7]1[CH:12]=[CH:11][CH:10]=[CH:9][CH:8]=1.S(Cl)(Cl)=O.[Cl:24][C:25]([Cl:38])([C:32]1[CH:37]=[CH:36][CH:35]=[CH:34][CH:33]=1)[C:26]1[CH:31]=[CH:30][CH:29]=[CH:28][CH:27]=1. Product: [Cl:24][C:25]([Cl:38])([C:32]1[CH:33]=[CH:34][CH:35]=[CH:36][CH:37]=1)[C:26]1[CH:31]=[CH:30][CH:29]=[CH:28][CH:27]=1.[C:7]1([CH3:6])[CH:12]=[CH:11][CH:10]=[CH:9][CH:8]=1. The catalyst class is: 226. (2) Reactant: [CH2:1]([O:3][C:4]([C:6]1[C:7]([OH:22])=[C:8]2[C:14]([Cl:15])=[C:13]([Cl:16])[N:12]([CH2:17][CH2:18][CH:19]([CH3:21])[CH3:20])[C:9]2=[CH:10][N:11]=1)=[O:5])[CH3:2].[Br:23]N1C(=O)CCC1=O.C(OOC(=O)C1C=CC=CC=1)(=O)C1C=CC=CC=1. Product: [CH2:1]([O:3][C:4]([C:6]1[C:7]([OH:22])=[C:8]2[C:14]([Cl:15])=[C:13]([Cl:16])[N:12]([CH2:17][CH2:18][CH:19]([CH3:21])[CH3:20])[C:9]2=[C:10]([Br:23])[N:11]=1)=[O:5])[CH3:2]. The catalyst class is: 48.